From a dataset of Forward reaction prediction with 1.9M reactions from USPTO patents (1976-2016). Predict the product of the given reaction. (1) The product is: [CH2:13]([C:15]1[S:52][C:18]2[N:19]([CH2:37][C:38]3[CH:39]=[CH:40][C:41]([C:44]4[CH:49]=[CH:48][CH:47]=[CH:46][C:45]=4[C:50]4[NH:3][C:4](=[O:7])[O:5][N:51]=4)=[CH:42][CH:43]=3)[C:20](=[O:36])[N:21]([CH2:24][C:25]([C:27]3[CH:32]=[CH:31][C:30]([O:33][CH3:34])=[CH:29][C:28]=3[CH3:35])=[O:26])[C:22](=[O:23])[C:17]=2[CH:16]=1)[CH3:14]. Given the reactants [Cl-].O[NH3+:3].[C:4](=[O:7])([O-])[OH:5].[Na+].CS(C)=O.[CH2:13]([C:15]1[S:52][C:18]2[N:19]([CH2:37][C:38]3[CH:43]=[CH:42][C:41]([C:44]4[C:45]([C:50]#[N:51])=[CH:46][CH:47]=[CH:48][CH:49]=4)=[CH:40][CH:39]=3)[C:20](=[O:36])[N:21]([CH2:24][C:25]([C:27]3[CH:32]=[CH:31][C:30]([O:33][CH3:34])=[CH:29][C:28]=3[CH3:35])=[O:26])[C:22](=[O:23])[C:17]=2[CH:16]=1)[CH3:14], predict the reaction product. (2) Given the reactants [CH3:1][O:2][C:3](=[O:19])[C:4]1[CH:13]=[C:12]([O:14][CH2:15][CH2:16][CH2:17][CH3:18])[CH:11]=[C:6]([C:7]([O:9]C)=[O:8])[CH:5]=1.[OH-].[Li+].Cl, predict the reaction product. The product is: [CH3:1][O:2][C:3](=[O:19])[C:4]1[CH:13]=[C:12]([O:14][CH2:15][CH2:16][CH2:17][CH3:18])[CH:11]=[C:6]([C:7]([OH:9])=[O:8])[CH:5]=1. (3) Given the reactants [CH2:1]([N:3](CC)CC)[CH3:2].[NH2:8][C:9]1[CH:17]=[C:16]([O:18][CH2:19][C:20]2[CH:25]=[CH:24][CH:23]=[CH:22][CH:21]=2)[CH:15]=[CH:14][C:10]=1[C:11]([OH:13])=O, predict the reaction product. The product is: [CH2:19]([O:18][C:16]1[CH:17]=[C:9]2[C:10]([C:11](=[O:13])[N:3]=[C:1]([CH3:2])[NH:8]2)=[CH:14][CH:15]=1)[C:20]1[CH:25]=[CH:24][CH:23]=[CH:22][CH:21]=1. (4) Given the reactants [NH2:1][C@H:2]1[CH2:7][CH2:6][C@H:5]([OH:8])[CH2:4][CH2:3]1.CCN(C(C)C)C(C)C.[Br:18][C:19]1[CH:24]=[CH:23][CH:22]=[CH:21][C:20]=1[S:25](Cl)(=[O:27])=[O:26], predict the reaction product. The product is: [Br:18][C:19]1[CH:24]=[CH:23][CH:22]=[CH:21][C:20]=1[S:25]([NH:1][C@H:2]1[CH2:7][CH2:6][C@H:5]([OH:8])[CH2:4][CH2:3]1)(=[O:27])=[O:26]. (5) Given the reactants S(Cl)([Cl:3])=O.[CH2:5]([O:12][C:13]1[CH:18]=[CH:17][C:16]([CH2:19]O)=[CH:15][C:14]=1[F:21])[C:6]1[CH:11]=[CH:10][CH:9]=[CH:8][CH:7]=1, predict the reaction product. The product is: [CH2:5]([O:12][C:13]1[CH:18]=[CH:17][C:16]([CH2:19][Cl:3])=[CH:15][C:14]=1[F:21])[C:6]1[CH:11]=[CH:10][CH:9]=[CH:8][CH:7]=1. (6) Given the reactants [CH:1]1([C:4]2[C:9]([C:10]3[CH:15]=[CH:14][C:13]([F:16])=[CH:12][CH:11]=3)=[C:8]([F:17])[C:7]([O:18][CH:19]([CH3:21])[CH3:20])=[C:6]([CH2:22][N:23]3[CH2:28][CH2:27][CH:26]([N:29]4[CH:34]=[CH:33][C:32]([C:35]([OH:37])=[O:36])=[C:31]([CH3:38])[C:30]4=[O:39])[CH2:25][CH2:24]3)[CH:5]=2)[CH2:3][CH2:2]1.[ClH:40].C(OC(C)C)(C)C, predict the reaction product. The product is: [ClH:40].[CH:1]1([C:4]2[C:9]([C:10]3[CH:11]=[CH:12][C:13]([F:16])=[CH:14][CH:15]=3)=[C:8]([F:17])[C:7]([O:18][CH:19]([CH3:21])[CH3:20])=[C:6]([CH2:22][N:23]3[CH2:24][CH2:25][CH:26]([N:29]4[CH:34]=[CH:33][C:32]([C:35]([OH:37])=[O:36])=[C:31]([CH3:38])[C:30]4=[O:39])[CH2:27][CH2:28]3)[CH:5]=2)[CH2:3][CH2:2]1. (7) Given the reactants [CH3:1][C@H:2]1[CH2:30][O:29][C@@:5]2([O:9][C@H:8]3[CH2:10][C@H:11]4[C@@H:16]5[CH2:17][CH2:18][C:19]6[C@@:25]([CH3:26])([C@H:15]5[CH2:14][CH2:13][C@:12]4([CH3:27])[C@H:7]3[C@@H:6]2[CH3:28])[CH2:24][CH2:23][C:21](=[O:22])[CH:20]=6)[CH2:4][CH2:3]1.[H][H], predict the reaction product. The product is: [CH3:1][C@H:2]1[CH2:30][O:29][C@@:5]2([O:9][C@H:8]3[CH2:10][C@H:11]4[C@@H:16]5[CH2:17][CH2:18][C@@H:19]6[CH2:20][C:21](=[O:22])[CH2:23][CH2:24][C@:25]6([CH3:26])[C@H:15]5[CH2:14][CH2:13][C@:12]4([CH3:27])[C@H:7]3[C@@H:6]2[CH3:28])[CH2:4][CH2:3]1.